From a dataset of NCI-60 drug combinations with 297,098 pairs across 59 cell lines. Regression. Given two drug SMILES strings and cell line genomic features, predict the synergy score measuring deviation from expected non-interaction effect. (1) Drug 1: CC=C1C(=O)NC(C(=O)OC2CC(=O)NC(C(=O)NC(CSSCCC=C2)C(=O)N1)C(C)C)C(C)C. Drug 2: CC(C)NC(=O)C1=CC=C(C=C1)CNNC.Cl. Cell line: NCI-H226. Synergy scores: CSS=35.2, Synergy_ZIP=-0.627, Synergy_Bliss=-0.417, Synergy_Loewe=-51.5, Synergy_HSA=-1.57. (2) Drug 1: CC1=C2C(C(=O)C3(C(CC4C(C3C(C(C2(C)C)(CC1OC(=O)C(C(C5=CC=CC=C5)NC(=O)OC(C)(C)C)O)O)OC(=O)C6=CC=CC=C6)(CO4)OC(=O)C)OC)C)OC. Drug 2: CC1CCCC2(C(O2)CC(NC(=O)CC(C(C(=O)C(C1O)C)(C)C)O)C(=CC3=CSC(=N3)C)C)C. Cell line: SK-OV-3. Synergy scores: CSS=37.3, Synergy_ZIP=2.93, Synergy_Bliss=2.29, Synergy_Loewe=-2.20, Synergy_HSA=3.26. (3) Drug 1: CN1CCC(CC1)COC2=C(C=C3C(=C2)N=CN=C3NC4=C(C=C(C=C4)Br)F)OC. Drug 2: CNC(=O)C1=CC=CC=C1SC2=CC3=C(C=C2)C(=NN3)C=CC4=CC=CC=N4. Cell line: OVCAR-5. Synergy scores: CSS=13.3, Synergy_ZIP=-2.91, Synergy_Bliss=1.25, Synergy_Loewe=-5.16, Synergy_HSA=-0.0270. (4) Drug 1: COC1=C2C(=CC3=C1OC=C3)C=CC(=O)O2. Drug 2: N.N.Cl[Pt+2]Cl. Cell line: SNB-75. Synergy scores: CSS=18.9, Synergy_ZIP=-4.05, Synergy_Bliss=4.23, Synergy_Loewe=5.63, Synergy_HSA=5.97. (5) Drug 1: CC1=CC2C(CCC3(C2CCC3(C(=O)C)OC(=O)C)C)C4(C1=CC(=O)CC4)C. Drug 2: C1=CC(=CC=C1CC(C(=O)O)N)N(CCCl)CCCl.Cl. Cell line: CAKI-1. Synergy scores: CSS=29.0, Synergy_ZIP=-0.564, Synergy_Bliss=0.934, Synergy_Loewe=-34.1, Synergy_HSA=-2.30. (6) Drug 1: C1=CC(=CC=C1CCCC(=O)O)N(CCCl)CCCl. Drug 2: C1=CC(=CC=C1C#N)C(C2=CC=C(C=C2)C#N)N3C=NC=N3. Cell line: OVCAR3. Synergy scores: CSS=-1.48, Synergy_ZIP=-8.15, Synergy_Bliss=-11.0, Synergy_Loewe=-11.8, Synergy_HSA=-11.1. (7) Drug 1: C(=O)(N)NO. Drug 2: N.N.Cl[Pt+2]Cl. Cell line: MALME-3M. Synergy scores: CSS=61.9, Synergy_ZIP=-1.48, Synergy_Bliss=-0.793, Synergy_Loewe=0.541, Synergy_HSA=3.78. (8) Drug 1: CCN(CC)CCNC(=O)C1=C(NC(=C1C)C=C2C3=C(C=CC(=C3)F)NC2=O)C. Drug 2: CC1C(C(CC(O1)OC2CC(CC3=C2C(=C4C(=C3O)C(=O)C5=CC=CC=C5C4=O)O)(C(=O)C)O)N)O. Cell line: KM12. Synergy scores: CSS=54.5, Synergy_ZIP=4.00, Synergy_Bliss=0.805, Synergy_Loewe=2.07, Synergy_HSA=4.72. (9) Drug 1: C1=NC2=C(N=C(N=C2N1C3C(C(C(O3)CO)O)O)F)N. Drug 2: C1CCC(C(C1)N)N.C(=O)(C(=O)[O-])[O-].[Pt+4]. Cell line: KM12. Synergy scores: CSS=7.69, Synergy_ZIP=0.910, Synergy_Bliss=7.18, Synergy_Loewe=-9.91, Synergy_HSA=-3.16. (10) Drug 1: CC1=CC=C(C=C1)C2=CC(=NN2C3=CC=C(C=C3)S(=O)(=O)N)C(F)(F)F. Drug 2: CC1=C2C(C(=O)C3(C(CC4C(C3C(C(C2(C)C)(CC1OC(=O)C(C(C5=CC=CC=C5)NC(=O)C6=CC=CC=C6)O)O)OC(=O)C7=CC=CC=C7)(CO4)OC(=O)C)O)C)OC(=O)C. Cell line: PC-3. Synergy scores: CSS=1.46, Synergy_ZIP=7.48, Synergy_Bliss=9.40, Synergy_Loewe=1.95, Synergy_HSA=6.46.